Dataset: Reaction yield outcomes from USPTO patents with 853,638 reactions. Task: Predict the reaction yield, written as a fraction of the theoretical maximum amount of product (1.0 means a 100% yield; for example, 0.34 means a 34% yield). The reactants are [F:1][C:2]([F:33])([F:32])[C:3]1[CH:4]=[C:5]([CH:25]=[C:26]([C:28]([F:31])([F:30])[F:29])[CH:27]=1)[C:6]([N:8]1[CH2:24][CH2:23][C:11]2([N:15]([C:16]3[CH:21]=[CH:20][CH:19]=[CH:18][CH:17]=3)[CH2:14][NH:13][C:12]2=[O:22])[CH2:10][CH2:9]1)=[O:7].[N:34]1[CH:39]=[CH:38][C:37](B(O)O)=[CH:36][CH:35]=1.C(N(CC)CC)C. The catalyst is ClCCl. The product is [F:33][C:2]([F:1])([F:32])[C:3]1[CH:4]=[C:5]([CH:25]=[C:26]([C:28]([F:31])([F:30])[F:29])[CH:27]=1)[C:6]([N:8]1[CH2:9][CH2:10][C:11]2([N:15]([C:16]3[CH:17]=[CH:18][CH:19]=[CH:20][CH:21]=3)[CH2:14][N:13]([C:37]3[CH:38]=[CH:39][N:34]=[CH:35][CH:36]=3)[C:12]2=[O:22])[CH2:23][CH2:24]1)=[O:7]. The yield is 0.210.